This data is from hERG potassium channel inhibition data for cardiac toxicity prediction from Karim et al.. The task is: Regression/Classification. Given a drug SMILES string, predict its toxicity properties. Task type varies by dataset: regression for continuous values (e.g., LD50, hERG inhibition percentage) or binary classification for toxic/non-toxic outcomes (e.g., AMES mutagenicity, cardiotoxicity, hepatotoxicity). Dataset: herg_karim. The molecule is CS(=O)(=O)Nc1ccc(OC[C@@H](O)CNCCc2ccc(Cl)cc2)cc1. The result is 1 (blocker).